From a dataset of Full USPTO retrosynthesis dataset with 1.9M reactions from patents (1976-2016). Predict the reactants needed to synthesize the given product. (1) Given the product [CH:1]1([CH2:4][N:6]([C:15]([O:17][C:18]([CH3:21])([CH3:20])[CH3:19])=[O:16])[NH:7][C:8]([O:10][C:11]([CH3:12])([CH3:13])[CH3:14])=[O:9])[CH2:3][CH2:2]1, predict the reactants needed to synthesize it. The reactants are: [CH:1]1([CH2:4]O)[CH2:3][CH2:2]1.[NH:6]([C:15]([O:17][C:18]([CH3:21])([CH3:20])[CH3:19])=[O:16])[NH:7][C:8]([O:10][C:11]([CH3:14])([CH3:13])[CH3:12])=[O:9].C1(P(C2C=CC=CC=2)C2C=CC=CC=2)C=CC=CC=1.N(C(OC(C)(C)C)=O)=NC(OC(C)(C)C)=O. (2) Given the product [CH2:1]1[CH:5]2[C@@H:6]3[CH:10]=[CH:9][C@H:8]([CH:4]2[CH:3]=[CH:2]1)[CH2:7]3, predict the reactants needed to synthesize it. The reactants are: [CH2:1]1[CH:5]2[CH:6]3[CH:10]=[CH:9][CH:8]([CH:4]2[CH:3]=[CH:2]1)[CH2:7]3.ClC(Cl)(Cl)C(Cl)(Cl)Cl. (3) Given the product [OH:21][C:22]1[CH:27]=[C:26]([NH:28][CH:2]([C:14]2[CH:19]=[CH:18][CH:17]=[CH:16][CH:15]=2)[C:3]([C:5]2[C:13]3[C:8](=[CH:9][CH:10]=[CH:11][CH:12]=3)[NH:7][CH:6]=2)=[O:4])[CH:25]=[CH:24][N:23]=1, predict the reactants needed to synthesize it. The reactants are: Cl[CH:2]([C:14]1[CH:19]=[CH:18][CH:17]=[CH:16][CH:15]=1)[C:3]([C:5]1[C:13]2[C:8](=[CH:9][CH:10]=[CH:11][CH:12]=2)[NH:7][CH:6]=1)=[O:4].C[O:21][C:22]1[CH:27]=[C:26]([NH2:28])[CH:25]=[CH:24][N:23]=1.CCN(C(C)C)C(C)C. (4) Given the product [F:1][C:2]1[CH:3]=[C:4]([C:8]#[C:9][C:10]2[CH:11]=[CH:12][C:13]([C:14]3[N:15]=[C:23]([CH:22]([O:21][CH3:20])[CH2:26][CH3:27])[O:17][N:16]=3)=[CH:18][CH:19]=2)[CH:5]=[CH:6][CH:7]=1, predict the reactants needed to synthesize it. The reactants are: [F:1][C:2]1[CH:3]=[C:4]([C:8]#[C:9][C:10]2[CH:19]=[CH:18][C:13]([C:14](=[N:16][OH:17])[NH2:15])=[CH:12][CH:11]=2)[CH:5]=[CH:6][CH:7]=1.[CH3:20][O:21][CH:22]([CH2:26][CH3:27])[C:23](O)=O.CCN=C=NCCCN(C)C.C1C=CC2N(O)N=NC=2C=1. (5) Given the product [O:23]=[C:15]1[N:14]([C@@H:10]2[CH2:11][CH2:12][CH2:13][N:8]([C:32]([O:34][C:35]([CH3:36])([CH3:37])[CH3:38])=[O:33])[CH2:9]2)[CH:19]=[CH:18][N:17]2[CH:20]=[CH:21][N:22]=[C:16]12, predict the reactants needed to synthesize it. The reactants are: C([N:8]1[CH2:13][CH2:12][CH2:11][C@@H:10]([N:14]2[CH:19]=[CH:18][N:17]3[CH:20]=[CH:21][N:22]=[C:16]3[C:15]2=[O:23])[CH2:9]1)C1C=CC=CC=1.[CH3:36][C:35]([O:34][C:32](O[C:32]([O:34][C:35]([CH3:38])([CH3:37])[CH3:36])=[O:33])=[O:33])([CH3:38])[CH3:37]. (6) Given the product [C:1]1([C:32]2[CH:37]=[CH:36][CH:35]=[CH:34][CH:33]=2)[CH:6]=[CH:5][C:4]([C@@:7]2([S:30][CH3:31])[CH2:11][N:10]([C:12](=[O:26])[C@@H:13]([NH:18][C:19](=[O:20])[O:21][C:22]([CH3:25])([CH3:23])[CH3:24])[C:14]([CH3:16])([CH3:17])[CH3:15])[C@H:9]([C:27](=[O:29])[NH:49][C@:50]3([C:55](=[O:56])[NH:57][S:58]([CH:61]4[CH2:63][CH2:62]4)(=[O:60])=[O:59])[CH2:52][C@H:51]3[CH:53]=[CH2:54])[CH2:8]2)=[CH:3][CH:2]=1, predict the reactants needed to synthesize it. The reactants are: [C:1]1([C:32]2[CH:37]=[CH:36][CH:35]=[CH:34][CH:33]=2)[CH:6]=[CH:5][C:4]([C@@:7]2([S:30][CH3:31])[CH2:11][N:10]([C:12](=[O:26])[C@@H:13]([NH:18][C:19]([O:21][C:22]([CH3:25])([CH3:24])[CH3:23])=[O:20])[C:14]([CH3:17])([CH3:16])[CH3:15])[C@H:9]([C:27]([OH:29])=O)[CH2:8]2)=[CH:3][CH:2]=1.C1(C)C=CC(S(O)(=O)=O)=CC=1.[NH2:49][C@:50]1([C:55]([NH:57][S:58]([CH:61]2[CH2:63][CH2:62]2)(=[O:60])=[O:59])=[O:56])[CH2:52][C@H:51]1[CH:53]=[CH2:54].O.CN(C(ON1N=NC2C=CC=NC1=2)=[N+](C)C)C.F[P-](F)(F)(F)(F)F.C(N(CC)C(C)C)(C)C. (7) The reactants are: [F:1][C:2]1[CH:3]=[CH:4][C:5]([CH3:8])=[N:6][CH:7]=1.[Mn]([O-])(=O)(=O)=[O:10].[K+].[OH2:15]. Given the product [F:1][C:2]1[CH:3]=[CH:4][C:5]([C:8]([OH:10])=[O:15])=[N:6][CH:7]=1, predict the reactants needed to synthesize it.